The task is: Predict which catalyst facilitates the given reaction.. This data is from Catalyst prediction with 721,799 reactions and 888 catalyst types from USPTO. (1) Product: [C:1]([C:3]1[CH:12]=[C:11]2[C:6]([NH:7][CH2:8][C:9](=[O:13])[N:10]2[CH2:39][C:40]([C:42]2[CH:47]=[CH:46][C:45]([Br:48])=[CH:44][CH:43]=2)=[O:41])=[CH:5][CH:4]=1)#[N:2]. Reactant: [C:1]([C:3]1[CH:12]=[C:11]2[C:6]([NH:7][CH2:8][C:9](=[O:13])[NH:10]2)=[CH:5][CH:4]=1)#[N:2].C([O-])([O-])=O.[K+].[K+].C1OCCOCCOCCOCCOCCOC1.Br[CH2:39][C:40]([C:42]1[CH:47]=[CH:46][C:45]([Br:48])=[CH:44][CH:43]=1)=[O:41]. The catalyst class is: 49. (2) Reactant: [I:1][C:2]1[CH:3]=[C:4]([CH:6]=[CH:7][CH:8]=1)[NH2:5].[C:9]([CH:12]1[CH2:17][CH2:16][O:15][C:13]1=[O:14])(=O)[CH3:10]. Product: [I:1][C:2]1[CH:3]=[C:4]([CH:6]=[CH:7][CH:8]=1)[NH:5][C:9](=[C:12]1[CH2:17][CH2:16][O:15][C:13]1=[O:14])[CH3:10]. The catalyst class is: 8. (3) Reactant: I[C:2]1[CH:3]=[C:4]2[C:8](=[CH:9][CH:10]=1)[NH:7][C:6](=[O:11])[C:5]2=[O:12].C[N:14]1[CH2:18][C:17](B(O)O)=[C:16]([CH3:22])[O:15]1.[CH2:23](N(CC)CC)C. Product: [CH3:23][C:18]1[C:17]([C:2]2[CH:3]=[C:4]3[C:8](=[CH:9][CH:10]=2)[NH:7][C:6](=[O:11])[C:5]3=[O:12])=[C:16]([CH3:22])[O:15][N:14]=1. The catalyst class is: 666. (4) Reactant: [O:1]1[C:5]([C:6]2[CH:11]=[CH:10][C:9]([NH:12][C:13]3[N:14]=[C:15]([NH:23][CH2:24][CH:25]4[CH2:30][CH2:29][O:28][CH2:27][CH2:26]4)[C:16]4[CH2:22][NH:21][CH2:20][CH2:19][C:17]=4[N:18]=3)=[CH:8][CH:7]=2)=[CH:4][N:3]=[CH:2]1.[C:31](O)(=[O:33])[CH3:32].C(O)C=O. Product: [O:1]1[C:5]([C:6]2[CH:7]=[CH:8][C:9]([NH:12][C:13]3[N:14]=[C:15]([NH:23][CH2:24][CH:25]4[CH2:26][CH2:27][O:28][CH2:29][CH2:30]4)[C:16]4[CH2:22][N:21]([CH2:32][CH2:31][OH:33])[CH2:20][CH2:19][C:17]=4[N:18]=3)=[CH:10][CH:11]=2)=[CH:4][N:3]=[CH:2]1. The catalyst class is: 5. (5) Reactant: [CH3:1][O:2][C:3]1[CH:8]=[C:7]([O:9][CH3:10])[CH:6]=[CH:5][C:4]=1[C:11]#[C:12][CH2:13][CH2:14][OH:15]. Product: [CH3:1][O:2][C:3]1[CH:8]=[C:7]([O:9][CH3:10])[CH:6]=[CH:5][C:4]=1[CH2:11][CH2:12][CH2:13][CH2:14][OH:15]. The catalyst class is: 29. (6) Reactant: [Si:1]([O:8][C:9]1[CH:14]=[CH:13][C:12]([C:15]2[CH:16]=[C:17]([CH:20]=[CH:21][N:22]=2)[CH:18]=[O:19])=[C:11]([CH3:23])[CH:10]=1)([C:4]([CH3:7])([CH3:6])[CH3:5])([CH3:3])[CH3:2].[BH4-].[Na+].Cl. Product: [Si:1]([O:8][C:9]1[CH:14]=[CH:13][C:12]([C:15]2[CH:16]=[C:17]([CH2:18][OH:19])[CH:20]=[CH:21][N:22]=2)=[C:11]([CH3:23])[CH:10]=1)([C:4]([CH3:7])([CH3:6])[CH3:5])([CH3:2])[CH3:3]. The catalyst class is: 8.